Dataset: Full USPTO retrosynthesis dataset with 1.9M reactions from patents (1976-2016). Task: Predict the reactants needed to synthesize the given product. (1) Given the product [CH3:44][C@@H:42]1[CH2:41][NH:40][C@H:39]([C:37]2[NH:38][C:34]3[CH:33]=[CH:32][C:31]([C:28]4[CH:27]=[CH:26][C:25]([C:22]5[CH:21]=[CH:20][C:19]([C:17]6[N:18]=[C:14]([C@@H:9]7[CH2:10][C@H:11]([CH3:13])[CH2:12][NH:8]7)[NH:15][CH:16]=6)=[CH:24][CH:23]=5)=[CH:30][CH:29]=4)=[CH:52][C:35]=3[N:36]=2)[CH2:43]1, predict the reactants needed to synthesize it. The reactants are: C(OC([N:8]1[CH2:12][C@@H:11]([CH3:13])[CH2:10][C@H:9]1[C:14]1[NH:15][CH:16]=[C:17]([C:19]2[CH:24]=[CH:23][C:22]([C:25]3[CH:30]=[CH:29][C:28]([C:31]4[CH:32]=[CH:33][C:34]5[NH:38][C:37]([C@@H:39]6[CH2:43][C@H:42]([CH3:44])[CH2:41][N:40]6C(OC(C)(C)C)=O)=[N:36][C:35]=5[CH:52]=4)=[CH:27][CH:26]=3)=[CH:21][CH:20]=2)[N:18]=1)=O)(C)(C)C.Cl. (2) Given the product [CH3:1][O:2][C:3](=[O:14])[CH2:4][C:5]1[CH:10]=[CH:9][C:8]([C:11](=[NH:12])[NH:20][OH:21])=[CH:7][C:6]=1[CH3:13], predict the reactants needed to synthesize it. The reactants are: [CH3:1][O:2][C:3](=[O:14])[CH2:4][C:5]1[CH:10]=[CH:9][C:8]([C:11]#[N:12])=[CH:7][C:6]=1[CH3:13].C([O-])(O)=O.[Na+].[NH2:20][OH:21].Cl. (3) Given the product [F:27][C:24]1[CH:25]=[C:26]2[C:21](=[CH:22][CH:23]=1)[NH:20][CH:19]=[C:18]2[CH2:17][CH2:16][CH2:15][NH:13][C@@H:6]1[CH2:5][C:4]2[C:9](=[CH:10][CH:11]=[CH:12][C:3]=2[O:2][CH3:1])[O:8][CH2:7]1, predict the reactants needed to synthesize it. The reactants are: [CH3:1][O:2][C:3]1[CH:12]=[CH:11][CH:10]=[C:9]2[C:4]=1[CH2:5][C@@H:6]([NH2:13])[CH2:7][O:8]2.Br[CH2:15][CH2:16][CH2:17][C:18]1[C:26]2[C:21](=[CH:22][CH:23]=[C:24]([F:27])[CH:25]=2)[NH:20][CH:19]=1.C(N(CC)CC)C.CCCCCC.CCOC(C)=O.CO. (4) Given the product [CH3:20][O:19][C:12]1[CH:13]=[CH:14][C:15]([O:17][CH3:18])=[CH:16][C:11]=1[C:8]1[N:6]2[N:7]=[C:2]([C:26]3[CH:27]=[CH:28][C:23]([O:22][CH3:21])=[C:24]([O:32][C@@H:33]4[CH2:37][CH2:36][O:35][CH2:34]4)[CH:25]=3)[CH:3]=[CH:4][C:5]2=[N:10][N:9]=1, predict the reactants needed to synthesize it. The reactants are: Cl[C:2]1[CH:3]=[CH:4][C:5]2[N:6]([C:8]([C:11]3[CH:16]=[C:15]([O:17][CH3:18])[CH:14]=[CH:13][C:12]=3[O:19][CH3:20])=[N:9][N:10]=2)[N:7]=1.[CH3:21][O:22][C:23]1[CH:28]=[CH:27][C:26](B(O)O)=[CH:25][C:24]=1[O:32][C@@H:33]1[CH2:37][CH2:36][O:35][CH2:34]1.[F-].[K+]. (5) Given the product [CH3:1][C:2]1[CH:3]=[C:4]([C:9]2[N:14]=[C:13]([NH:15][CH:16]3[CH2:18][CH2:17]3)[N:12]=[C:11]([Cl:24])[C:10]=2[C:20]#[N:21])[CH:5]=[CH:6][C:7]=1[CH3:8], predict the reactants needed to synthesize it. The reactants are: [CH3:1][C:2]1[CH:3]=[C:4]([C:9]2[N:14]=[C:13]([NH:15][CH:16]3[CH2:18][CH2:17]3)[N:12]=[C:11](O)[C:10]=2[C:20]#[N:21])[CH:5]=[CH:6][C:7]=1[CH3:8].O=P(Cl)(Cl)[Cl:24].C([O-])(O)=O.[Na+]. (6) Given the product [Br:1][C:2]1[CH:3]=[C:4]2[C:8](=[CH:9][CH:10]=1)[C:7](=[O:11])[NH:6][N:14]=[CH:5]2, predict the reactants needed to synthesize it. The reactants are: [Br:1][C:2]1[CH:3]=[C:4]2[C:8](=[CH:9][CH:10]=1)[C:7](=[O:11])[NH:6][CH:5]2O.O.[NH2:14]N. (7) Given the product [ClH:49].[CH2:27]([N:3]([CH2:1][CH3:2])[C:4](=[O:26])[C:5]1[CH:6]=[CH:7][C:8]([C:11](=[C:18]2[CH2:24][CH:23]3[N:25]([CH2:29][CH2:30][CH3:31])[CH:20]([CH2:21][CH2:22]3)[CH2:19]2)[C:12]2[CH:17]=[CH:16][CH:15]=[CH:14][CH:13]=2)=[CH:9][CH:10]=1)[CH3:28], predict the reactants needed to synthesize it. The reactants are: [CH2:1]([N:3]([CH2:27][CH3:28])[C:4](=[O:26])[C:5]1[CH:10]=[CH:9][C:8]([C:11](=[C:18]2[CH2:24][CH:23]3[NH:25][CH:20]([CH2:21][CH2:22]3)[CH2:19]2)[C:12]2[CH:17]=[CH:16][CH:15]=[CH:14][CH:13]=2)=[CH:7][CH:6]=1)[CH3:2].[CH:29](=O)[CH2:30][CH3:31].[BH-](OC(C)=O)(OC(C)=O)OC(C)=O.[Na+].[OH-].[Na+].[Cl:49]CCCl.